From a dataset of Catalyst prediction with 721,799 reactions and 888 catalyst types from USPTO. Predict which catalyst facilitates the given reaction. (1) Reactant: F[C:2]1[CH:3]=[C:4]([CH:28]=[C:29](F)[CH:30]=1)[CH2:5][C@@H:6]([C@@H:10]([C@H:12]1[CH2:16][C@@H:15](OCC=C)[CH2:14]N1C(OC(C)(C)C)=O)O)C(O)=O.[F:32][C:33]1[CH:34]=[C:35]([CH:49]=[C:50]([F:52])[CH:51]=1)[CH2:36][C@H:37]1[C@@H:41]([CH:42]2[CH2:47][O:46][CH2:45][CH2:44][NH:43]2)[O:40][C:39](=[O:48])[NH:38]1.FC1C=C(C=C(F)C=1)C[C@H](C(N1[C@@H](CC2C=CC=CC=2)COC1=O)=O)[C@@H]([C@H]1C[C@@H](OCC=C)CN1C(OC(C)(C)C)=O)O.C(O)(C(F)(F)F)=O. Product: [F:32][C:33]1[CH:34]=[C:35]([CH:49]=[C:50]([F:52])[CH:51]=1)[CH2:36][C@H:37]1[C@@H:41]([C@H:42]2[CH2:47][C@H:45]([OH:46])[CH2:44][N:43]2[CH:5]([C:4]2[CH:3]=[CH:2][CH:30]=[CH:29][CH:28]=2)[C:6]2[CH:10]=[CH:12][CH:16]=[CH:15][CH:14]=2)[O:40][C:39](=[O:48])[NH:38]1. The catalyst class is: 2. (2) Reactant: [OH:1][CH2:2][C:3]#[C:4][C:5]1[S:9][C:8]([C:10]([O:12][CH3:13])=[O:11])=[CH:7][CH:6]=1. Product: [OH:1][CH2:2]/[CH:3]=[CH:4]\[C:5]1[S:9][C:8]([C:10]([O:12][CH3:13])=[O:11])=[CH:7][CH:6]=1. The catalyst class is: 407. (3) Reactant: [O:1](C)[S:2]([C:5]([F:8])([F:7])[F:6])(=[O:4])=[O:3].C([N:29]1[CH:33]=[C:32]([CH:34]=[O:35])[N:31]=[CH:30]1)(C1C=CC=CC=1)(C1C=CC=CC=1)C1C=CC=CC=1.[CH3:36]CCCCC. Product: [F:6][C:5]([F:8])([F:7])[S:2]([OH:4])(=[O:3])=[O:1].[CH3:36][N:31]1[C:32]([CH:34]=[O:35])=[CH:33][N:29]=[CH:30]1. The catalyst class is: 2. (4) Reactant: [OH:1][B:2]1[C:6]2[CH:7]=[C:8]([NH:11][S:12]([C:15]3[CH:20]=[CH:19][C:18]([O:21][CH3:22])=[CH:17][C:16]=3[CH2:23][C:24]([OH:26])=O)(=[O:14])=[O:13])[CH:9]=[CH:10][C:5]=2[CH2:4][O:3]1.[CH2:27]([NH2:31])[CH2:28][CH2:29][CH3:30].CN(C(ON1N=NC2C=CC=NC1=2)=[N+](C)C)C.F[P-](F)(F)(F)(F)F.CCN(C(C)C)C(C)C. Product: [CH2:27]([NH:31][C:24](=[O:26])[CH2:23][C:16]1[CH:17]=[C:18]([O:21][CH3:22])[CH:19]=[CH:20][C:15]=1[S:12](=[O:14])(=[O:13])[NH:11][C:8]1[CH:9]=[CH:10][C:5]2[CH2:4][O:3][B:2]([OH:1])[C:6]=2[CH:7]=1)[CH2:28][CH2:29][CH3:30]. The catalyst class is: 18. (5) Product: [ClH:41].[ClH:41].[F:1][C:2]1[CH:3]=[C:4]2[C:9](=[CH:10][CH:11]=1)[C@H:8]([CH:12]([CH3:14])[CH3:13])[C@@:7]([O:35][C:36](=[O:40])[CH:37]([CH3:39])[CH3:38])([CH2:15][CH2:16][N:17]([CH2:19][CH2:20][CH2:21][N:22]([CH2:32][CH2:33][F:34])[CH2:23][C:24]([CH2:29][O:30][CH3:31])([CH3:28])[CH2:25][O:26][CH3:27])[CH3:18])[CH2:6][CH2:5]2. The catalyst class is: 25. Reactant: [F:1][C:2]1[CH:3]=[C:4]2[C:9](=[CH:10][CH:11]=1)[C@H:8]([CH:12]([CH3:14])[CH3:13])[C@@:7]([O:35][C:36](=[O:40])[CH:37]([CH3:39])[CH3:38])([CH2:15][CH2:16][N:17]([CH2:19][CH2:20][CH2:21][N:22]([CH2:32][CH2:33][F:34])[CH2:23][C:24]([CH2:29][O:30][CH3:31])([CH3:28])[CH2:25][O:26][CH3:27])[CH3:18])[CH2:6][CH2:5]2.[ClH:41]. (6) Reactant: [Cl:1][C:2]1[CH:22]=[CH:21][CH:20]=[CH:19][C:3]=1[CH:4]([O:12][CH:13]1[CH2:18][CH2:17][NH:16][CH2:15][CH2:14]1)[C:5]1[CH:10]=[CH:9][C:8]([Cl:11])=[CH:7][CH:6]=1.[C:23]12([N:33]=[C:34]=[O:35])[CH2:32][CH:27]3[CH2:28][CH:29]([CH2:31][CH:25]([CH2:26]3)[CH2:24]1)[CH2:30]2.C(N(CC)CC)C.C(O)C(N)(CO)CO. Product: [Cl:1][C:2]1[CH:22]=[CH:21][CH:20]=[CH:19][C:3]=1[CH:4]([O:12][CH:13]1[CH2:18][CH2:17][N:16]([C:34]([NH:33][C:23]23[CH2:32][CH:27]4[CH2:26][CH:25]([CH2:31][CH:29]([CH2:28]4)[CH2:30]2)[CH2:24]3)=[O:35])[CH2:15][CH2:14]1)[C:5]1[CH:6]=[CH:7][C:8]([Cl:11])=[CH:9][CH:10]=1. The catalyst class is: 4. (7) Reactant: [CH3:1][C:2]1[C:6]([C:7]2[CH:8]=[C:9]([C:21]([O:23]C)=O)[C:10]3[N:14]=[C:13]([NH:15][S:16]([CH3:19])(=[O:18])=[O:17])[NH:12][C:11]=3[CH:20]=2)=[C:5]([CH3:25])[O:4][N:3]=1.[CH:26]1([Mg]Cl)[CH2:30][CH2:29][CH2:28][CH2:27]1. Product: [CH:26]1([C:21]([CH:26]2[CH2:30][CH2:29][CH2:28][CH2:27]2)([OH:23])[C:9]2[C:10]3[N:14]=[C:13]([NH:15][S:16]([CH3:19])(=[O:18])=[O:17])[NH:12][C:11]=3[CH:20]=[C:7]([C:6]3[C:2]([CH3:1])=[N:3][O:4][C:5]=3[CH3:25])[CH:8]=2)[CH2:30][CH2:29][CH2:28][CH2:27]1. The catalyst class is: 1. (8) Reactant: [F:1][C:2]1[CH:3]=[C:4]([C:8]2[C:17]3[C:12](=[CH:13][CH:14]=[CH:15][CH:16]=3)[C:11]([CH3:18])=[N:10][C:9]=2[C:19](=O)[CH3:20])[CH:5]=[CH:6][CH:7]=1.C([O-])(=O)C.[NH4+].C([BH3-])#[N:28].[Na+]. Product: [F:1][C:2]1[CH:3]=[C:4]([C:8]2[C:17]3[C:12](=[CH:13][CH:14]=[CH:15][CH:16]=3)[C:11]([CH3:18])=[N:10][C:9]=2[CH:19]([NH2:28])[CH3:20])[CH:5]=[CH:6][CH:7]=1. The catalyst class is: 449.